Predict the product of the given reaction. From a dataset of Forward reaction prediction with 1.9M reactions from USPTO patents (1976-2016). (1) Given the reactants [O:1]1[C:5]2([CH2:10][CH2:9][CH:8]([C:11]3[CH:16]=[C:15]([OH:17])[N:14]4[N:18]=[CH:19][CH:20]=[C:13]4[N:12]=3)[CH2:7]C2)[O:4][CH2:3][CH2:2]1.O=C(C1CCC2(OCCO2)C1)CC(OCC)=O.O=C(C1CCC2(OCCO2)CC1)CC(OCC)=O, predict the reaction product. The product is: [O:4]1[C:5]2([CH2:10][CH2:9][CH:8]([C:11]3[CH:16]=[C:15]([OH:17])[N:14]4[N:18]=[CH:19][CH:20]=[C:13]4[N:12]=3)[CH2:7]2)[O:1][CH2:2][CH2:3]1. (2) Given the reactants Br[C:2]1[N:6]2[N:7]=[C:8]([Cl:11])[CH:9]=[CH:10][C:5]2=[N:4][CH:3]=1.C([Mg]Br)C.[F:16][C:17]1[CH:26]=[C:25]2[C:20]([CH:21]=[CH:22][CH:23]=[N:24]2)=[CH:19][C:18]=1[CH:27]=[O:28], predict the reaction product. The product is: [Cl:11][C:8]1[CH:9]=[CH:10][C:5]2[N:6]([C:2]([CH:27]([C:18]3[CH:19]=[C:20]4[C:25](=[CH:26][C:17]=3[F:16])[N:24]=[CH:23][CH:22]=[CH:21]4)[OH:28])=[CH:3][N:4]=2)[N:7]=1. (3) The product is: [N:22]1[CH:27]=[CH:26][CH:25]=[C:24]([C:2]2[CH:3]=[N:4][CH:5]=[C:6]3[C:11]=2[N:10]=[C:9]([C:12]([NH:14][CH2:15][C:16]2[CH:21]=[CH:20][N:19]=[CH:18][CH:17]=2)=[O:13])[CH:8]=[CH:7]3)[CH:23]=1. Given the reactants Br[C:2]1[CH:3]=[N:4][CH:5]=[C:6]2[C:11]=1[N:10]=[C:9]([C:12]([NH:14][CH2:15][C:16]1[CH:21]=[CH:20][N:19]=[CH:18][CH:17]=1)=[O:13])[CH:8]=[CH:7]2.[N:22]1[CH:27]=[CH:26][CH:25]=[C:24](B(O)O)[CH:23]=1.C(=O)([O-])[O-].[Cs+].[Cs+], predict the reaction product.